This data is from Full USPTO retrosynthesis dataset with 1.9M reactions from patents (1976-2016). The task is: Predict the reactants needed to synthesize the given product. (1) The reactants are: [F:1][C:2]1[CH:24]=[C:23]([N+:25]([O-])=O)[CH:22]=[CH:21][C:3]=1[NH:4][C:5]1[CH:6]=[CH:7][C:8]2[C:14](=[O:15])[C:13]3[CH:16]=[CH:17][CH:18]=[CH:19][C:12]=3[CH2:11][O:10][C:9]=2[CH:20]=1.Cl.[Sn]. Given the product [F:1][C:2]1[CH:24]=[C:23]([NH2:25])[CH:22]=[CH:21][C:3]=1[NH:4][C:5]1[CH:6]=[CH:7][C:8]2[C:14](=[O:15])[C:13]3[CH:16]=[CH:17][CH:18]=[CH:19][C:12]=3[CH2:11][O:10][C:9]=2[CH:20]=1, predict the reactants needed to synthesize it. (2) Given the product [Br:10][C:4]1[CH:5]=[C:6]([O:8][CH3:9])[CH:7]=[C:2]([CH:17]=[CH2:18])[N:3]=1, predict the reactants needed to synthesize it. The reactants are: Br[C:2]1[CH:7]=[C:6]([O:8][CH3:9])[CH:5]=[C:4]([Br:10])[N:3]=1.B1(C=C)OB([CH:17]=[CH2:18])OB(C=C)O1.C1C=CN=CC=1. (3) Given the product [Cl:1][C:2]1[CH:3]=[C:4]([C:30]2[CH2:31][CH2:32][C:33](=[O:36])[NH:34][N:35]=2)[CH:5]=[CH:6][C:7]=1[O:8][CH2:9][C:10]([N:12]1[CH2:13][CH2:14][CH:15]([NH:18][CH2:19][CH:20]([OH:29])[CH2:21][O:22][C:23]2[CH:24]=[CH:25][CH:26]=[CH:27][C:28]=2[C:37]#[N:38])[CH2:16][CH2:17]1)=[O:11], predict the reactants needed to synthesize it. The reactants are: [Cl:1][C:2]1[CH:3]=[C:4]([C:30]2[CH2:31][CH2:32][C:33](=[O:36])[NH:34][N:35]=2)[CH:5]=[CH:6][C:7]=1[O:8][CH2:9][C:10]([N:12]1[CH2:17][CH2:16][CH:15]([NH:18][CH2:19][C@H:20]([OH:29])[CH2:21][O:22][C:23]2[CH:28]=[CH:27][CH:26]=[CH:25][CH:24]=2)[CH2:14][CH2:13]1)=[O:11].[C:37](C1C=CC=CC=1O)#[N:38]. (4) Given the product [F:1][C:2]([F:19])([F:20])[O:3][C:4]1[CH:18]=[CH:17][C:7]([O:8][C:9]2[CH:10]=[C:11]([CH:14]=[CH:15][CH:16]=2)[CH2:12][NH2:13])=[CH:6][CH:5]=1, predict the reactants needed to synthesize it. The reactants are: [F:1][C:2]([F:20])([F:19])[O:3][C:4]1[CH:18]=[CH:17][C:7]([O:8][C:9]2[CH:10]=[C:11]([CH:14]=[CH:15][CH:16]=2)[C:12]#[N:13])=[CH:6][CH:5]=1.C1COCC1.[H-].[Al+3].[Li+].[H-].[H-].[H-].[OH-].[Na+]. (5) Given the product [CH3:26][O:25][C:23]([C:22]1[C:21]([C:27]([O:29][CH3:30])=[O:28])=[C:1]([C:2]2[CH:3]=[CH:4][CH:5]=[CH:6][CH:7]=2)[N:9]2[C:17]3[CH:16]=[CH:15][CH:14]=[CH:13][C:12]=3[CH2:11][C:10]=12)=[O:24], predict the reactants needed to synthesize it. The reactants are: [C:1]([N:9]1[C:17]2[C:12](=[CH:13][CH:14]=[CH:15][CH:16]=2)[CH2:11][CH:10]1C(O)=O)(=O)[C:2]1[CH:7]=[CH:6][CH:5]=[CH:4][CH:3]=1.[C:21]([C:27]([O:29][CH3:30])=[O:28])#[C:22][C:23]([O:25][CH3:26])=[O:24]. (6) The reactants are: [NH2:1][C@H:2]1[CH:7]2[CH2:8][CH2:9][N:4]([CH2:5][CH2:6]2)[CH2:3]1.[H-].[Na+].O=[CH:13][CH2:14][N:15]1[C:23]2[C:18](=[CH:19][CH:20]=[CH:21][C:22]=2[C:24]([O:26][CH3:27])=[O:25])[CH:17]=[CH:16]1.C(O[BH-](OC(=O)C)OC(=O)C)(=O)C.[Na+]. Given the product [N:4]12[CH2:9][CH2:8][CH:7]([CH2:6][CH2:5]1)[C@H:2]([NH:1][CH2:13][CH2:14][N:15]1[C:23]3[C:18](=[CH:19][CH:20]=[CH:21][C:22]=3[C:24]([O:26][CH3:27])=[O:25])[CH:17]=[CH:16]1)[CH2:3]2, predict the reactants needed to synthesize it. (7) Given the product [CH2:1]([O:3][C:4](=[O:15])[CH:5]([C:8]1[CH:13]=[CH:12][C:11]([B:16]2[O:20][C:19]([CH3:22])([CH3:21])[C:18]([CH3:24])([CH3:23])[O:17]2)=[CH:10][CH:9]=1)[CH2:6][CH3:7])[CH3:2], predict the reactants needed to synthesize it. The reactants are: [CH2:1]([O:3][C:4](=[O:15])[CH:5]([C:8]1[CH:13]=[CH:12][C:11](Br)=[CH:10][CH:9]=1)[CH2:6][CH3:7])[CH3:2].[B:16]1([B:16]2[O:20][C:19]([CH3:22])([CH3:21])[C:18]([CH3:24])([CH3:23])[O:17]2)[O:20][C:19]([CH3:22])([CH3:21])[C:18]([CH3:24])([CH3:23])[O:17]1. (8) The reactants are: [N+:1]([C:4]1[CH:12]=[CH:11][CH:10]=[C:9]([N+:13]([O-])=O)[C:5]=1[C:6]([OH:8])=[O:7])([O-:3])=[O:2].[NH4+]=S.C(Cl)Cl.CO. Given the product [N+:1]([C:4]1[CH:12]=[CH:11][CH:10]=[C:9]([NH2:13])[C:5]=1[C:6]([OH:8])=[O:7])([O-:3])=[O:2], predict the reactants needed to synthesize it.